This data is from Full USPTO retrosynthesis dataset with 1.9M reactions from patents (1976-2016). The task is: Predict the reactants needed to synthesize the given product. (1) The reactants are: [NH2:1][C:2]1[CH:10]=[C:9]2[C:5]([CH:6]=[N:7][NH:8]2)=[CH:4][CH:3]=1.Cl[CH2:12][C:13]([N:15]1[CH2:20][CH2:19][CH:18]([CH2:21][C:22]2[CH:27]=[CH:26][C:25]([F:28])=[CH:24][CH:23]=2)[CH2:17][CH2:16]1)=[O:14]. Given the product [F:28][C:25]1[CH:26]=[CH:27][C:22]([CH2:21][CH:18]2[CH2:19][CH2:20][N:15]([C:13](=[O:14])[CH2:12][NH:1][C:2]3[CH:10]=[C:9]4[C:5]([CH:6]=[N:7][NH:8]4)=[CH:4][CH:3]=3)[CH2:16][CH2:17]2)=[CH:23][CH:24]=1, predict the reactants needed to synthesize it. (2) The reactants are: [F:1][C:2]1[C:3]([F:32])=[CH:4][C:5]2[O:9][C:8]([C:10]3[C:11]([F:30])=[CH:12][C:13]([F:29])=[C:14]([C@:16]4([CH3:28])[C:22]([F:24])([F:23])[C:21]([CH3:26])([CH3:25])[O:20][CH2:19][C:18](=S)[NH:17]4)[CH:15]=3)=[N:7][C:6]=2[CH:31]=1.[NH3:33].C(OO)(C)(C)C. Given the product [F:1][C:2]1[C:3]([F:32])=[CH:4][C:5]2[O:9][C:8]([C:10]3[C:11]([F:30])=[CH:12][C:13]([F:29])=[C:14]([C@:16]4([CH3:28])[C:22]([F:24])([F:23])[C:21]([CH3:26])([CH3:25])[O:20][CH2:19][C:18]([NH2:33])=[N:17]4)[CH:15]=3)=[N:7][C:6]=2[CH:31]=1, predict the reactants needed to synthesize it. (3) Given the product [C:33]([O:32][C:30](=[O:31])[NH:37][CH2:38][C:39](=[O:40])[NH:2][CH2:3][C:4]1[CH:5]=[CH:6][C:7]([CH2:8][N:9]2[CH2:10][C:11](=[O:27])[N:12]([CH2:16][C:17]3[CH:22]=[CH:21][C:20]([O:23][CH3:24])=[CH:19][C:18]=3[O:25][CH3:26])[S:13]2(=[O:14])=[O:15])=[CH:28][CH:29]=1)([CH3:36])([CH3:34])[CH3:35], predict the reactants needed to synthesize it. The reactants are: Cl.[NH2:2][CH2:3][C:4]1[CH:29]=[CH:28][C:7]([CH2:8][N:9]2[S:13](=[O:15])(=[O:14])[N:12]([CH2:16][C:17]3[CH:22]=[CH:21][C:20]([O:23][CH3:24])=[CH:19][C:18]=3[O:25][CH3:26])[C:11](=[O:27])[CH2:10]2)=[CH:6][CH:5]=1.[C:30]([NH:37][CH2:38][C:39](O)=[O:40])([O:32][C:33]([CH3:36])([CH3:35])[CH3:34])=[O:31].CCN=C=NCCCN(C)C.Cl. (4) Given the product [Br:32][C:28]1[C:27]([O:33][CH3:34])=[C:26]([CH:31]=[CH:30][CH:29]=1)[CH2:25][NH2:22], predict the reactants needed to synthesize it. The reactants are: [OH-].[K+].C1(P(C2C=CC=CC=2)C2C=CC=CC=2)C=CC=CC=1.[N:22]([CH2:25][C:26]1[CH:31]=[CH:30][CH:29]=[C:28]([Br:32])[C:27]=1[O:33][CH3:34])=[N+]=[N-]. (5) Given the product [Cl:1][C:2]1[CH:3]=[C:4]([N:12]([CH2:22][CH3:23])[C@H:13]2[CH2:14][CH2:15][C@H:16]([N:19]([CH3:20])[CH3:21])[CH2:17][CH2:18]2)[C:5]([CH3:11])=[C:6]([CH:10]=1)[C:7]([NH:59][CH2:60][C:61]1[C:62](=[O:69])[N:63]([CH3:68])[N:64]([CH3:67])[C:65]=1[CH3:66])=[O:9], predict the reactants needed to synthesize it. The reactants are: [Cl:1][C:2]1[CH:3]=[C:4]([N:12]([CH2:22][CH3:23])[C@H:13]2[CH2:18][CH2:17][C@H:16]([N:19]([CH3:21])[CH3:20])[CH2:15][CH2:14]2)[C:5]([CH3:11])=[C:6]([CH:10]=1)[C:7]([OH:9])=O.N#N.CN(C(ON1N=NC2C=CC=NC1=2)=[N+](C)C)C.F[P-](F)(F)(F)(F)F.CCN(C(C)C)C(C)C.[NH2:59][CH2:60][C:61]1[C:62](=[O:69])[N:63]([CH3:68])[N:64]([CH3:67])[C:65]=1[CH3:66]. (6) Given the product [O:5]=[C:4]1[CH2:3][CH2:2][C:12]2[C:7](=[CH:8][C:9]([CH:13]([CH3:16])[C:14]#[N:15])=[CH:10][CH:11]=2)[NH:6]1, predict the reactants needed to synthesize it. The reactants are: Cl[CH2:2][CH2:3][C:4]([NH:6][C:7]1[CH:8]=[C:9]([CH:13]([CH3:16])[C:14]#[N:15])[CH:10]=[CH:11][CH:12]=1)=[O:5].[Al+3].[Cl-].[Cl-].[Cl-].